This data is from Reaction yield outcomes from USPTO patents with 853,638 reactions. The task is: Predict the reaction yield, written as a fraction of the theoretical maximum amount of product (1.0 means a 100% yield; for example, 0.34 means a 34% yield). (1) The reactants are [NH2:1][CH2:2][C:3]1([CH3:10])[NH:7][C:6](=[O:8])[NH:5][C:4]1=[O:9].[CH3:11][C:12]1[CH:21]=[C:20]([CH2:22][O:23][C:24]2[CH:29]=[CH:28][C:27]([CH2:30][C:31](O)=[O:32])=[CH:26][CH:25]=2)[C:19]2[C:14](=[CH:15][CH:16]=[CH:17][CH:18]=2)[N:13]=1.N1CC(=O)NC1=O.C(O)(C(F)(F)F)=O. No catalyst specified. The product is [CH3:10][C:3]1([CH2:2][NH:1][C:31](=[O:32])[CH2:30][C:27]2[CH:28]=[CH:29][C:24]([O:23][CH2:22][C:20]3[C:19]4[C:14](=[CH:15][CH:16]=[CH:17][CH:18]=4)[N:13]=[C:12]([CH3:11])[CH:21]=3)=[CH:25][CH:26]=2)[C:4](=[O:9])[NH:5][C:6](=[O:8])[NH:7]1. The yield is 0.240. (2) The reactants are [F:1][C:2]1[CH:3]=[C:4]2[C:8](=[CH:9][CH:10]=1)[NH:7][CH:6]=[C:5]2[C:11](=[O:21])[CH2:12][CH2:13][CH2:14][N:15]1[CH2:20][CH2:19][NH:18][CH2:17][CH2:16]1.[CH3:22][C:23]([O:26][C:27](O[C:27]([O:26][C:23]([CH3:25])([CH3:24])[CH3:22])=[O:28])=[O:28])([CH3:25])[CH3:24].ClCCl.CO. The catalyst is ClCCl. The product is [C:23]([O:26][C:27]([N:18]1[CH2:17][CH2:16][N:15]([CH2:14][CH2:13][CH2:12][C:11]([C:5]2[C:4]3[C:8](=[CH:9][CH:10]=[C:2]([F:1])[CH:3]=3)[NH:7][CH:6]=2)=[O:21])[CH2:20][CH2:19]1)=[O:28])([CH3:25])([CH3:24])[CH3:22]. The yield is 0.370.